This data is from Forward reaction prediction with 1.9M reactions from USPTO patents (1976-2016). The task is: Predict the product of the given reaction. Given the reactants [C:1]([C:3]1[CH:4]=[C:5]([CH:23]=[C:24]([C:28]([F:31])([F:30])[F:29])[C:25]=1[O:26]C)[C:6]([N:8]1[C:12]2[CH:13]=[C:14]([C:17]([F:20])([F:19])[F:18])[CH:15]=[CH:16][C:11]=2[S:10](=[O:22])(=[O:21])[CH2:9]1)=[O:7])#[N:2].[Cl-].[Li+].Cl, predict the reaction product. The product is: [C:1]([C:3]1[CH:4]=[C:5]([CH:23]=[C:24]([C:28]([F:31])([F:29])[F:30])[C:25]=1[OH:26])[C:6]([N:8]1[C:12]2[CH:13]=[C:14]([C:17]([F:20])([F:19])[F:18])[CH:15]=[CH:16][C:11]=2[S:10](=[O:21])(=[O:22])[CH2:9]1)=[O:7])#[N:2].